This data is from Catalyst prediction with 721,799 reactions and 888 catalyst types from USPTO. The task is: Predict which catalyst facilitates the given reaction. (1) Reactant: [CH3:1][O:2][C:3](=[O:21])[C:4]1[CH:9]=[CH:8][C:7]([S:10][C:11]2[CH:16]=[CH:15][C:14]([NH2:17])=[CH:13][CH:12]=2)=[C:6]([N+:18]([O-:20])=[O:19])[CH:5]=1.[CH3:22][C:23]([O:26][C:27](O[C:27]([O:26][C:23]([CH3:25])([CH3:24])[CH3:22])=[O:28])=[O:28])([CH3:25])[CH3:24]. Product: [CH3:1][O:2][C:3](=[O:21])[C:4]1[CH:9]=[CH:8][C:7]([S:10][C:11]2[CH:12]=[CH:13][C:14]([NH:17][C:27]([O:26][C:23]([CH3:25])([CH3:24])[CH3:22])=[O:28])=[CH:15][CH:16]=2)=[C:6]([N+:18]([O-:20])=[O:19])[CH:5]=1. The catalyst class is: 12. (2) Reactant: [C:1]([Si:5]([CH3:17])([CH3:16])[N:6]1[C:10]2=[N:11][CH:12]=[CH:13][C:14](I)=[C:9]2[CH:8]=[CH:7]1)([CH3:4])([CH3:3])[CH3:2].C([Mg]Cl)(C)C.[Cl:23][C:24]1[CH:29]=[CH:28][C:27]([S:30]([N:33]([C:37]2[CH:42]=[C:41]([Cl:43])[CH:40]=[CH:39][C:38]=2[CH:44]=[O:45])[CH2:34][O:35][CH3:36])(=[O:32])=[O:31])=[CH:26][C:25]=1[C:46]([F:49])([F:48])[F:47]. Product: [Cl:23][C:24]1[CH:29]=[CH:28][C:27]([S:30]([N:33]([C:37]2[CH:42]=[C:41]([Cl:43])[CH:40]=[CH:39][C:38]=2[CH:44]([OH:45])[C:14]2[CH:13]=[CH:12][N:11]=[C:10]3[N:6]([Si:5]([C:1]([CH3:4])([CH3:3])[CH3:2])([CH3:17])[CH3:16])[CH:7]=[CH:8][C:9]=23)[CH2:34][O:35][CH3:36])(=[O:31])=[O:32])=[CH:26][C:25]=1[C:46]([F:48])([F:49])[F:47]. The catalyst class is: 1.